Dataset: Catalyst prediction with 721,799 reactions and 888 catalyst types from USPTO. Task: Predict which catalyst facilitates the given reaction. (1) Reactant: [OH:1][N:2]1[C:7]([CH3:9])([CH3:8])[CH2:6][CH:5](O)[CH2:4][C:3]1([CH3:12])[CH3:11].N(OC(C)(C)C)=O.[C:20]1([C:26](=[CH2:36])[CH2:27][O:28][C:29]2[CH:35]=[CH:34][CH:33]=[CH:32][C:30]=2N)[CH:25]=[CH:24][CH:23]=[CH:22][CH:21]=1. Product: [C:20]1([C:26]2([CH2:36][O:1][N:2]3[C:7]([CH3:9])([CH3:8])[CH2:6][CH2:5][CH2:4][C:3]3([CH3:12])[CH3:11])[C:30]3[CH:32]=[CH:33][CH:34]=[CH:35][C:29]=3[O:28][CH2:27]2)[CH:25]=[CH:24][CH:23]=[CH:22][CH:21]=1. The catalyst class is: 17. (2) Reactant: C(O)=[O:2].[Cl:4][C:5]1[CH:10]=[CH:9][C:8]([C:11]2[CH:16]=[CH:15][C:14]([NH:17][C:18](=[O:29])[CH2:19][CH2:20][C:21]3[CH:26]=[CH:25][C:24]([C:27]#N)=[CH:23][CH:22]=3)=[CH:13][CH:12]=2)=[CH:7][CH:6]=1. Product: [Cl:4][C:5]1[CH:10]=[CH:9][C:8]([C:11]2[CH:16]=[CH:15][C:14]([NH:17][C:18](=[O:29])[CH2:19][CH2:20][C:21]3[CH:26]=[CH:25][C:24]([CH:27]=[O:2])=[CH:23][CH:22]=3)=[CH:13][CH:12]=2)=[CH:7][CH:6]=1. The catalyst class is: 769. (3) Reactant: C(N(CC)CC)C.[F:8][C:9]1[CH:10]=[C:11]2[C:15](=[CH:16][CH:17]=1)[N:14](C(OC(C)(C)C)=O)[CH:13]=[C:12]2[CH:25]=[O:26].[CH3:27][O:28][C:29]1[CH:30]=[C:31]([CH:42]=[C:43]([O:45][CH3:46])[CH:44]=1)[N:32]=[CH:33][C:34]1[CH:35]=[N:36][C:37]([O:40][CH3:41])=[CH:38][CH:39]=1. Product: [CH3:27][O:28][C:29]1[CH:30]=[C:31]([NH:32][CH:33]([C:34]2[CH:35]=[N:36][C:37]([O:40][CH3:41])=[CH:38][CH:39]=2)[C:25]([C:12]2[C:11]3[C:15](=[CH:16][CH:17]=[C:9]([F:8])[CH:10]=3)[NH:14][CH:13]=2)=[O:26])[CH:42]=[C:43]([O:45][CH3:46])[CH:44]=1. The catalyst class is: 433. (4) Reactant: [F:1][C:2]1[CH:7]=[C:6]([CH3:8])[CH:5]=[C:4]([N+:9]([O-:11])=[O:10])[C:3]=1[O:12][CH3:13].C1C(=O)N([Br:21])C(=O)C1. Product: [CH3:13][O:12][C:3]1[C:4]([N+:9]([O-:11])=[O:10])=[CH:5][C:6]([CH2:8][Br:21])=[CH:7][C:2]=1[F:1]. The catalyst class is: 855. (5) Reactant: [Cl:1][C:2]1[C:7]([C:8]#[N:9])=[CH:6][N:5]=[C:4]2[S:10][CH:11]=[CH:12][C:3]=12.C1C=C(Cl)C=C(C(OO)=[O:21])C=1. Product: [Cl:1][C:2]1[C:7]([C:8]#[N:9])=[CH:6][N+:5]([O-:21])=[C:4]2[S:10][CH:11]=[CH:12][C:3]=12. The catalyst class is: 22. (6) Reactant: [N+:1]([C:4]1[CH:12]=[CH:11][CH:10]=[C:9]2[C:5]=1[CH:6]=[CH:7][N:8]2[CH2:13][C:14]([O:16][CH3:17])=[O:15])([O-])=O.O.O.[Sn](Cl)Cl.C([O-])(O)=O.[Na+]. Product: [NH2:1][C:4]1[CH:12]=[CH:11][CH:10]=[C:9]2[C:5]=1[CH:6]=[CH:7][N:8]2[CH2:13][C:14]([O:16][CH3:17])=[O:15]. The catalyst class is: 1. (7) Reactant: CB1N2CCC[C@@H]2C(C2C=CC=CC=2)(C2C=CC=CC=2)O1.B.CSC.[CH2:26]([O:33][C:34]1[C:39]2[NH:40][C:41](=[O:43])[S:42][C:38]=2[C:37]([C:44](=[O:47])[CH2:45][Br:46])=[CH:36][CH:35]=1)[C:27]1[CH:32]=[CH:31][CH:30]=[CH:29][CH:28]=1. Product: [CH2:26]([O:33][C:34]1[C:39]2[NH:40][C:41](=[O:43])[S:42][C:38]=2[C:37]([C@@H:44]([OH:47])[CH2:45][Br:46])=[CH:36][CH:35]=1)[C:27]1[CH:32]=[CH:31][CH:30]=[CH:29][CH:28]=1. The catalyst class is: 247. (8) Reactant: [N:1]1[CH:6]=[CH:5][CH:4]=[CH:3][C:2]=1[CH3:7].C([Li])CCC.[CH3:13][O:14][C:15]1[CH:16]=[C:17]2[C:22](=[CH:23][C:24]=1[O:25][CH3:26])[N:21]=[CH:20][CH:19]=[C:18]2[O:27][C:28]1[CH:35]=[CH:34][C:33]([O:36][CH3:37])=[CH:32][C:29]=1[CH:30]=[O:31].[Cl-].[NH4+]. Product: [CH3:13][O:14][C:15]1[CH:16]=[C:17]2[C:22](=[CH:23][C:24]=1[O:25][CH3:26])[N:21]=[CH:20][CH:19]=[C:18]2[O:27][C:28]1[CH:35]=[CH:34][C:33]([O:36][CH3:37])=[CH:32][C:29]=1[CH:30]([OH:31])[CH2:7][C:2]1[CH:3]=[CH:4][CH:5]=[CH:6][N:1]=1. The catalyst class is: 7. (9) Product: [CH3:39][O:38][C:31]1[CH:32]=[C:33]([O:36][CH3:37])[CH:34]=[CH:35][C:30]=1[CH2:29][N:23]1[CH2:22][CH:21]([C:19]([OH:20])=[O:41])[C:25]2([CH2:26][CH2:27]2)[C:24]1=[O:28]. The catalyst class is: 132. Reactant: O.[OH-].[Li+].OO.C([C@@H]1COC(=O)N1[C:19]([CH:21]1[C:25]2([CH2:27][CH2:26]2)[C:24](=[O:28])[N:23]([CH2:29][C:30]2[CH:35]=[CH:34][C:33]([O:36][CH3:37])=[CH:32][C:31]=2[O:38][CH3:39])[CH2:22]1)=[O:20])C1C=CC=CC=1.S([O-])(O)=[O:41].[Na+]. (10) Reactant: [OH:1][CH2:2][CH2:3][N:4]1[CH2:8][CH2:7][CH2:6][C:5]1=[O:9].[CH3:10][C:11]1[CH:16]=[CH:15][C:14]([S:17](Cl)(=[O:19])=[O:18])=[CH:13][CH:12]=1. Product: [CH3:10][C:11]1[CH:16]=[CH:15][C:14]([S:17]([O:1][CH2:2][CH2:3][N:4]2[CH2:8][CH2:7][CH2:6][C:5]2=[O:9])(=[O:19])=[O:18])=[CH:13][CH:12]=1. The catalyst class is: 64.